Dataset: Forward reaction prediction with 1.9M reactions from USPTO patents (1976-2016). Task: Predict the product of the given reaction. (1) Given the reactants [C:1]([S:5][C:6]1[C:14]2[C:9](=[CH:10][CH:11]=[C:12]([O:15][CH2:16][C:17]3[CH:22]=[CH:21][C:20]([CH3:23])=[CH:19][N:18]=3)[CH:13]=2)[N:8]([CH3:24])[C:7]=1[CH:25]([CH2:29][C:30]1[CH:35]=[CH:34][C:33]([C:36]2[CH:41]=[CH:40][C:39]([C:42]([F:45])([F:44])[F:43])=[CH:38][N:37]=2)=[CH:32][CH:31]=1)[C:26]([NH2:28])=O)([CH3:4])([CH3:3])[CH3:2].FC(F)(F)C(OC(=O)C(F)(F)F)=O.N1C=CC=CC=1, predict the reaction product. The product is: [C:1]([S:5][C:6]1[C:14]2[C:9](=[CH:10][CH:11]=[C:12]([O:15][CH2:16][C:17]3[CH:22]=[CH:21][C:20]([CH3:23])=[CH:19][N:18]=3)[CH:13]=2)[N:8]([CH3:24])[C:7]=1[CH:25]([CH2:29][C:30]1[CH:31]=[CH:32][C:33]([C:36]2[CH:41]=[CH:40][C:39]([C:42]([F:43])([F:45])[F:44])=[CH:38][N:37]=2)=[CH:34][CH:35]=1)[C:26]#[N:28])([CH3:4])([CH3:2])[CH3:3]. (2) Given the reactants [CH:1]1([C@H:7]([NH:12][C:13]([C:15]2[S:16][C:17]([C:33]3[CH:38]=[CH:37][C:36]([O:39][CH3:40])=[CH:35][CH:34]=3)=[CH:18][C:19]=2[NH:20][C:21]([NH:23][C:24]2[C:29]([CH3:30])=[CH:28][C:27]([CH3:31])=[CH:26][C:25]=2[CH3:32])=[O:22])=[O:14])[C:8]([O:10]C)=[O:9])[CH2:6][CH2:5][CH2:4][CH2:3][CH2:2]1.[OH-].[Li+], predict the reaction product. The product is: [CH:1]1([C@H:7]([NH:12][C:13]([C:15]2[S:16][C:17]([C:33]3[CH:38]=[CH:37][C:36]([O:39][CH3:40])=[CH:35][CH:34]=3)=[CH:18][C:19]=2[NH:20][C:21]([NH:23][C:24]2[C:25]([CH3:32])=[CH:26][C:27]([CH3:31])=[CH:28][C:29]=2[CH3:30])=[O:22])=[O:14])[C:8]([OH:10])=[O:9])[CH2:6][CH2:5][CH2:4][CH2:3][CH2:2]1. (3) The product is: [C:7]([C:9]1[CH:35]=[CH:34][C:12]([C:13]([NH:15][C:16]2[CH:17]=[CH:18][C:19]([CH3:33])=[C:20]([NH:22][C:23](=[O:32])[C:24]3[CH:29]=[CH:28][C:27]([CH2:30][N:4]([CH2:5][CH3:6])[CH2:2][CH3:3])=[CH:26][CH:25]=3)[CH:21]=2)=[O:14])=[CH:11][CH:10]=1)#[N:8]. Given the reactants Cl.[CH2:2]([NH:4][CH2:5][CH3:6])[CH3:3].[C:7]([C:9]1[CH:35]=[CH:34][C:12]([C:13]([NH:15][C:16]2[CH:17]=[CH:18][C:19]([CH3:33])=[C:20]([NH:22][C:23](=[O:32])[C:24]3[CH:29]=[CH:28][C:27]([CH2:30]Cl)=[CH:26][CH:25]=3)[CH:21]=2)=[O:14])=[CH:11][CH:10]=1)#[N:8].C(=O)([O-])[O-].[K+].[K+], predict the reaction product.